This data is from Peptide-MHC class II binding affinity with 134,281 pairs from IEDB. The task is: Regression. Given a peptide amino acid sequence and an MHC pseudo amino acid sequence, predict their binding affinity value. This is MHC class II binding data. (1) The peptide sequence is FLHATDLLPAC. The MHC is HLA-DPA10103-DPB10401 with pseudo-sequence HLA-DPA10103-DPB10401. The binding affinity (normalized) is 0.265. (2) The peptide sequence is PGVDYTITVYAVTYY. The MHC is HLA-DPA10201-DPB10101 with pseudo-sequence HLA-DPA10201-DPB10101. The binding affinity (normalized) is 0.566. (3) The peptide sequence is ARILLLVPSISLLSQ. The MHC is HLA-DPA10301-DPB10402 with pseudo-sequence HLA-DPA10301-DPB10402. The binding affinity (normalized) is 0.218. (4) The peptide sequence is FYREPVDQKQFKQDS. The MHC is H-2-IAb with pseudo-sequence H-2-IAb. The binding affinity (normalized) is 0.0543.